This data is from Forward reaction prediction with 1.9M reactions from USPTO patents (1976-2016). The task is: Predict the product of the given reaction. (1) Given the reactants [Cl:1][C:2]1[CH:7]=[C:6](Cl)[N:5]=[C:4]([C:9]2[O:10][CH:11]=[CH:12][CH:13]=2)[N:3]=1.[OH-].[NH4+:15], predict the reaction product. The product is: [Cl:1][C:2]1[N:3]=[C:4]([C:9]2[O:10][CH:11]=[CH:12][CH:13]=2)[N:5]=[C:6]([NH2:15])[CH:7]=1. (2) Given the reactants [CH3:1][C:2]1[O:3][CH:4]=[CH:5][CH:6]=1.C([Li])CCC.B(OC(C)C)(OC(C)C)OC(C)C.C(=O)([O-])[O-].[Na+].[Na+].Br[C:32]1[CH2:33][C:34]2[C:39]([CH:40]=1)=[C:38]([C:41]1[CH:46]=[CH:45][C:44]([O:47][CH3:48])=[CH:43][CH:42]=1)[C:37]([CH3:49])=[CH:36][CH:35]=2, predict the reaction product. The product is: [CH3:1][C:2]1[O:3][C:4]([C:32]2[CH2:33][C:34]3[C:39]([CH:40]=2)=[C:38]([C:41]2[CH:46]=[CH:45][C:44]([O:47][CH3:48])=[CH:43][CH:42]=2)[C:37]([CH3:49])=[CH:36][CH:35]=3)=[CH:5][CH:6]=1.